From a dataset of Catalyst prediction with 721,799 reactions and 888 catalyst types from USPTO. Predict which catalyst facilitates the given reaction. (1) Reactant: [C:1]([CH:5]1[CH2:10][CH2:9][CH:8]([O:11][C:12]2[CH:13]=[C:14]3[C:19](=[CH:20][CH:21]=2)[N:18]=[C:17]([C:22](=O)[CH3:23])[CH:16]=[CH:15]3)[CH2:7][CH2:6]1)([CH3:4])([CH3:3])[CH3:2].[CH3:25][C:26]([S@@:29]([NH2:31])=[O:30])([CH3:28])[CH3:27].C(Cl)Cl. Product: [C:1]([C@H:5]1[CH2:10][CH2:9][C@H:8]([O:11][C:12]2[CH:13]=[C:14]3[C:19](=[CH:20][CH:21]=2)[N:18]=[C:17](/[C:22](=[N:31]\[S@@:29]([C:26]([CH3:28])([CH3:27])[CH3:25])=[O:30])/[CH3:23])[CH:16]=[CH:15]3)[CH2:7][CH2:6]1)([CH3:4])([CH3:3])[CH3:2]. The catalyst class is: 170. (2) Reactant: [CH:1]1([O:6][C:7](=[O:33])[C@@H:8]([N:15]([C:26]([O:28][C:29]([CH3:32])([CH3:31])[CH3:30])=[O:27])[CH2:16][C:17]2[CH:22]=[CH:21][CH:20]=[CH:19][C:18]=2[N+:23]([O-])=O)[C:9]2[CH:14]=[CH:13][CH:12]=[CH:11][CH:10]=2)[CH2:5][CH2:4][CH2:3][CH2:2]1.C(=O)([O-])N. Product: [CH:1]1([O:6][C:7](=[O:33])[C@@H:8]([N:15]([CH2:16][C:17]2[CH:22]=[CH:21][CH:20]=[CH:19][C:18]=2[NH2:23])[C:26]([O:28][C:29]([CH3:32])([CH3:31])[CH3:30])=[O:27])[C:9]2[CH:14]=[CH:13][CH:12]=[CH:11][CH:10]=2)[CH2:5][CH2:4][CH2:3][CH2:2]1. The catalyst class is: 99.